From a dataset of Forward reaction prediction with 1.9M reactions from USPTO patents (1976-2016). Predict the product of the given reaction. Given the reactants C(O[C:6]([N:8]1[C@H:17]([C:18](=[O:40])[NH:19][C@H:20]([C:36]([O:38]C)=[O:37])[CH2:21][C:22]2[CH:27]=[CH:26][C:25]([C:28]3[CH:33]=[CH:32][N:31]=[C:30]([CH3:34])[C:29]=3[CH3:35])=[CH:24][CH:23]=2)[CH2:16][C:15]2[CH:14]=[C:13]3[O:41][CH2:42][C@H:43]([C:45]4[CH:50]=[CH:49][C:48]([OH:51])=[CH:47][CH:46]=4)[O:44][C:12]3=[CH:11][C:10]=2[CH2:9]1)=[O:7])(C)(C)C.[CH3:52][C:53]1[CH:54]=[C:55]([CH:58]=[CH:59][CH:60]=1)[CH2:56]Br.C(=O)([O-])[O-].[K+].[K+].C(Cl)CCl.[CH3:71][C:72]1[O:73][C:74]([CH3:80])=[C:75](C(O)=O)[N:76]=1, predict the reaction product. The product is: [CH3:71][C:72]1[O:73][C:74]([CH3:80])=[C:75]([C:6]([N:8]2[C@H:17]([C:18]([NH:19][C@@H:20]([CH2:21][C:22]3[CH:23]=[CH:24][C:25]([C:28]4[CH:33]=[CH:32][N:31]=[C:30]([CH3:34])[C:29]=4[CH3:35])=[CH:26][CH:27]=3)[C:36]([OH:38])=[O:37])=[O:40])[CH2:16][C:15]3[CH:14]=[C:13]4[O:41][CH2:42][C@H:43]([C:45]5[CH:46]=[CH:47][C:48]([O:51][CH2:52][C:53]6[CH:60]=[CH:59][CH:58]=[C:55]([CH3:56])[CH:54]=6)=[CH:49][CH:50]=5)[O:44][C:12]4=[CH:11][C:10]=3[CH2:9]2)=[O:7])[N:76]=1.